This data is from Catalyst prediction with 721,799 reactions and 888 catalyst types from USPTO. The task is: Predict which catalyst facilitates the given reaction. (1) Reactant: [ClH:1].CC1(C)[O:7][C@H:6]([CH2:8][O:9][C:10]2[N:15]=[C:14]([C:16]([NH:18][C:19]3[N:23]4[N:24]=[C:25]([C:28]5[CH:33]=[CH:32][CH:31]=[CH:30][C:29]=5[C:34]([F:37])([F:36])[F:35])[CH:26]=[CH:27][C:22]4=[N:21][CH:20]=3)=[O:17])[CH:13]=[N:12][CH:11]=2)[CH2:5][O:4]1. Product: [ClH:1].[OH:7][C@@H:6]([CH2:5][OH:4])[CH2:8][O:9][C:10]1[N:15]=[C:14]([C:16]([NH:18][C:19]2[N:23]3[N:24]=[C:25]([C:28]4[CH:33]=[CH:32][CH:31]=[CH:30][C:29]=4[C:34]([F:35])([F:37])[F:36])[CH:26]=[CH:27][C:22]3=[N:21][CH:20]=2)=[O:17])[CH:13]=[N:12][CH:11]=1. The catalyst class is: 14. (2) Reactant: [Cl:1][C:2]1[CH:7]=[CH:6][C:5]([CH:8]2[CH2:10][N:9]2[S:11]([C:14]2[CH:19]=[CH:18][C:17]([N+:20]([O-:22])=[O:21])=[CH:16][CH:15]=2)(=[O:13])=[O:12])=[CH:4][CH:3]=1.[CH3:23][OH:24]. Product: [Cl:1][C:2]1[CH:7]=[CH:6][C:5]([CH:8]([O:24][CH3:23])[CH2:10][NH:9][S:11]([C:14]2[CH:19]=[CH:18][C:17]([N+:20]([O-:22])=[O:21])=[CH:16][CH:15]=2)(=[O:13])=[O:12])=[CH:4][CH:3]=1. The catalyst class is: 4. (3) Reactant: [Cl:1][C:2]1[C:11]([CH2:12][C:13]#[N:14])=[CH:10][CH:9]=[CH:8][C:3]=1[C:4]([O:6][CH3:7])=[O:5].[H-].[Na+].Br[CH2:18][CH2:19]Br.[Cl-].[NH4+]. Product: [Cl:1][C:2]1[C:11]([C:12]2([C:13]#[N:14])[CH2:19][CH2:18]2)=[CH:10][CH:9]=[CH:8][C:3]=1[C:4]([O:6][CH3:7])=[O:5]. The catalyst class is: 16. (4) Reactant: [Cl:1][C:2]1[CH:3]=[CH:4][C:5]([NH2:8])=[N:6][CH:7]=1.[Br:9]Br. Product: [Br:9][C:4]1[C:5]([NH2:8])=[N:6][CH:7]=[C:2]([Cl:1])[CH:3]=1. The catalyst class is: 22. (5) Reactant: [F:1][C:2]1[CH:7]=[C:6]([F:8])[CH:5]=[CH:4][C:3]=1[C:9]1[CH:10]=[C:11]([CH:15]=[C:16]([C:18]2[CH:19]=[N:20][C:21]([CH3:24])=[N:22][CH:23]=2)[N:17]=1)[C:12]([OH:14])=O.[O-:25][N+:26]1[C:31]([C:32]([F:35])([F:34])[F:33])=[CH:30][CH:29]=[C:28]([C@H:36]([NH2:38])[CH3:37])[CH:27]=1.CN(C(ON1N=NC2C=CC=NC1=2)=[N+](C)C)C.F[P-](F)(F)(F)(F)F.C(N(C(C)C)CC)(C)C. Product: [F:1][C:2]1[CH:7]=[C:6]([F:8])[CH:5]=[CH:4][C:3]=1[C:9]1[CH:10]=[C:11]([CH:15]=[C:16]([C:18]2[CH:19]=[N:20][C:21]([CH3:24])=[N:22][CH:23]=2)[N:17]=1)[C:12]([NH:38][C@@H:36]([C:28]1[CH:27]=[N+:26]([O-:25])[C:31]([C:32]([F:33])([F:34])[F:35])=[CH:30][CH:29]=1)[CH3:37])=[O:14]. The catalyst class is: 3. (6) Reactant: [NH:1]([C:14]([O:16][CH2:17][C:18]1[CH:23]=[CH:22][CH:21]=[CH:20][CH:19]=1)=[O:15])[CH2:2][C:3]([NH:5][CH2:6][C:7]([NH:9][CH2:10][C:11]([OH:13])=[O:12])=[O:8])=[O:4].[C:24]([O:28][C:29](=[O:33])[CH2:30][CH2:31]N)([CH3:27])([CH3:26])[CH3:25].OC1C2N=N[NH:40]C=2C=CC=1.Cl.CN(C)CCCN=C=NCC. Product: [NH:1]([C:14]([O:16][CH2:17][C:18]1[CH:19]=[CH:20][CH:21]=[CH:22][CH:23]=1)=[O:15])[CH2:2][C:3]([NH:5][CH2:6][C:7]([NH:9][CH2:10][C:11]([O:13][NH:40][C@H:30]([C:29]([O:28][C:24]([CH3:27])([CH3:26])[CH3:25])=[O:33])[CH3:31])=[O:12])=[O:8])=[O:4]. The catalyst class is: 9. (7) Reactant: [Cl:1][C:2]1[C:10]2[N:9]=[C:8]([CH:11]([CH3:13])[CH3:12])[N:7]([C:14]3[CH:19]=[CH:18][CH:17]=[C:16]([O:20]C)[CH:15]=3)[C:6]=2[CH:5]=[CH:4][CH:3]=1. Product: [Cl:1][C:2]1[C:10]2[N:9]=[C:8]([CH:11]([CH3:13])[CH3:12])[N:7]([C:14]3[CH:15]=[C:16]([OH:20])[CH:17]=[CH:18][CH:19]=3)[C:6]=2[CH:5]=[CH:4][CH:3]=1. The catalyst class is: 25. (8) Reactant: [C:1]([O:5][C:6]([NH:8][C:9]1[CH:14]=[CH:13][C:12]([Cl:15])=[CH:11][C:10]=1/[CH:16]=[CH:17]/[C:18]([OH:20])=O)=[O:7])([CH3:4])([CH3:3])[CH3:2].CCN=C=NCCCN(C)C.Cl.Cl.[F:34][C:35]1[CH:48]=[CH:47][C:38]([CH2:39][N:40]2[CH2:45][CH2:44][NH:43][CH:42]([CH3:46])[CH2:41]2)=[CH:37][CH:36]=1. Product: [C:1]([O:5][C:6](=[O:7])[NH:8][C:9]1[CH:14]=[CH:13][C:12]([Cl:15])=[CH:11][C:10]=1/[CH:16]=[CH:17]/[C:18]([N:43]1[CH2:44][CH2:45][N:40]([CH2:39][C:38]2[CH:47]=[CH:48][C:35]([F:34])=[CH:36][CH:37]=2)[CH2:41][CH:42]1[CH3:46])=[O:20])([CH3:2])([CH3:3])[CH3:4]. The catalyst class is: 2. (9) Reactant: [C:1]([N:11]1[CH2:16][CH2:15][NH:14][CH2:13][CH2:12]1)([O:3][CH2:4][C:5]1[CH:10]=[CH:9][CH:8]=[CH:7][CH:6]=1)=[O:2].[NH:17]([C:22]([O:24][C:25]([CH3:28])([CH3:27])[CH3:26])=[O:23])[CH2:18][C:19](O)=[O:20].F[P-](F)(F)(F)(F)F.N1(O[P+](N(C)C)(N(C)C)N(C)C)C2C=CC=CC=2N=N1.C(N(C(C)C)CC)(C)C. Product: [C:25]([O:24][C:22]([NH:17][CH2:18][C:19]([N:14]1[CH2:13][CH2:12][N:11]([C:1]([O:3][CH2:4][C:5]2[CH:6]=[CH:7][CH:8]=[CH:9][CH:10]=2)=[O:2])[CH2:16][CH2:15]1)=[O:20])=[O:23])([CH3:28])([CH3:27])[CH3:26]. The catalyst class is: 163.